This data is from Catalyst prediction with 721,799 reactions and 888 catalyst types from USPTO. The task is: Predict which catalyst facilitates the given reaction. (1) Reactant: [Cl:1][C:2]1[CH:3]=[N:4][CH:5]=[C:6]([O:8][C:9]2[CH:14]=[CH:13][C:12]([C:15]([F:18])([F:17])[F:16])=[CH:11][C:10]=2[NH2:19])[CH:7]=1.[CH3:20][O:21][C:22]1[CH:27]=[CH:26][C:25]([S:28](Cl)(=[O:30])=[O:29])=[CH:24][CH:23]=1. Product: [Cl:1][C:2]1[CH:3]=[N:4][CH:5]=[C:6]([O:8][C:9]2[CH:14]=[CH:13][C:12]([C:15]([F:17])([F:16])[F:18])=[CH:11][C:10]=2[NH:19][S:28]([C:25]2[CH:24]=[CH:23][C:22]([O:21][CH3:20])=[CH:27][CH:26]=2)(=[O:30])=[O:29])[CH:7]=1. The catalyst class is: 28. (2) Reactant: [CH3:1][C:2]1[CH:3]=[C:4]([CH2:30][C:31]([O:33]CC)=[O:32])[CH:5]=[CH:6][C:7]=1[N:8]1[C:16](=[O:17])[C:15]2[C:14]([O:18][CH2:19][CH2:20][CH3:21])=[C:13]3[CH:22]=[CH:23][CH:24]=[CH:25][C:12]3=[C:11]([O:26][CH2:27][CH2:28][CH3:29])[C:10]=2[CH2:9]1.[OH-].[Na+]. Product: [CH3:1][C:2]1[CH:3]=[C:4]([CH2:30][C:31]([OH:33])=[O:32])[CH:5]=[CH:6][C:7]=1[N:8]1[C:16](=[O:17])[C:15]2[C:14]([O:18][CH2:19][CH2:20][CH3:21])=[C:13]3[CH:22]=[CH:23][CH:24]=[CH:25][C:12]3=[C:11]([O:26][CH2:27][CH2:28][CH3:29])[C:10]=2[CH2:9]1. The catalyst class is: 8.